This data is from Reaction yield outcomes from USPTO patents with 853,638 reactions. The task is: Predict the reaction yield, written as a fraction of the theoretical maximum amount of product (1.0 means a 100% yield; for example, 0.34 means a 34% yield). (1) The reactants are [CH2:1]=[CH:2][CH2:3][CH2:4][CH2:5][CH2:6][CH2:7][CH2:8][CH2:9][CH2:10][CH:11]([OH:23])[CH2:12][CH2:13][CH2:14][CH2:15][CH2:16][CH2:17][CH2:18][CH2:19][CH2:20][CH:21]=[CH2:22].[C:24](OC(=O)C)(=[O:26])[CH3:25]. The catalyst is CN(C)C1C=CN=CC=1.C1COCC1. The product is [CH2:10]([CH:11]([O:23][C:24](=[O:26])[CH3:25])[CH2:12][CH2:13][CH2:14][CH2:15][CH2:16][CH2:17][CH2:18][CH2:19][CH2:20][CH:21]=[CH2:22])[CH2:9][CH2:8][CH2:7][CH2:6][CH2:5][CH2:4][CH2:3][CH:2]=[CH2:1]. The yield is 0.780. (2) The reactants are [CH2:1]([O:8][C:9]1[CH:10]=[CH:11][C:12]([C@@H:20]([O:23][Si:24]([C:27]([CH3:30])([CH3:29])[CH3:28])([CH3:26])[CH3:25])[CH2:21]Br)=[C:13]2[C:18]=1[NH:17][C:16](=[O:19])[CH:15]=[CH:14]2)[C:2]1[CH:7]=[CH:6][CH:5]=[CH:4][CH:3]=1.[I-].[Na+].[N-:33]=[N+:34]=[N-:35].[Na+]. The catalyst is CN(C)C=O.O.C(OCC)(=O)C. The product is [N:33]([CH2:21][C@@H:20]([C:12]1[CH:11]=[CH:10][C:9]([O:8][CH2:1][C:2]2[CH:7]=[CH:6][CH:5]=[CH:4][CH:3]=2)=[C:18]2[C:13]=1[CH:14]=[CH:15][C:16](=[O:19])[NH:17]2)[O:23][Si:24]([C:27]([CH3:30])([CH3:29])[CH3:28])([CH3:26])[CH3:25])=[N+:34]=[N-:35]. The yield is 0.880. (3) The reactants are [CH2:1]([N:3]([CH:29]1[CH2:34][CH2:33][O:32][CH2:31][CH2:30]1)[C:4]1[C:9]2[CH2:10][CH:11]=[CH:12][CH2:13][CH2:14][CH2:15][C:16]3[CH:25]=[C:24]([CH3:26])[CH:23]=[C:22]([O:27]C)[C:17]=3[CH2:18][NH:19][C:20](=[O:21])[C:8]=2[CH:7]=[N:6][CH:5]=1)[CH3:2].FC(F)(F)C([O-])=O.Cl. The catalyst is O1CCOCC1.CO. The yield is 0.800. The product is [CH2:1]([N:3]([CH:29]1[CH2:30][CH2:31][O:32][CH2:33][CH2:34]1)[C:4]1[C:9]2[CH2:10][CH:11]=[CH:12][CH2:13][CH2:14][CH2:15][C:16]3[CH:25]=[C:24]([CH3:26])[CH2:23][C:22](=[O:27])[C:17]=3[CH2:18][NH:19][C:20](=[O:21])[C:8]=2[CH:7]=[N:6][CH:5]=1)[CH3:2]. (4) The reactants are [NH:1]1[C:9]2[C:4](=[CH:5][CH:6]=[CH:7][CH:8]=2)[C:3]([C:10]([OH:12])=[O:11])=[N:2]1.[CH3:13][Si](C=[N+]=[N-])(C)C.CCCCCC. The catalyst is C1COCC1.CO. The product is [NH:1]1[C:9]2[C:4](=[CH:5][CH:6]=[CH:7][CH:8]=2)[C:3]([C:10]([O:12][CH3:13])=[O:11])=[N:2]1. The yield is 0.680. (5) The reactants are FC(F)(F)S(O[C:7]1[CH:8]=[CH:9][C:10]2[O:14][C:13]([C:15]3[CH:20]=[CH:19][C:18]([F:21])=[CH:17][CH:16]=3)=[C:12]([C:22](=[O:25])[NH:23][CH3:24])[C:11]=2[CH:26]=1)(=O)=O.B([C:32]1[CH:33]=[C:34]([CH:38]=[CH:39][C:40]=1[O:41][CH3:42])[C:35]([OH:37])=[O:36])(O)O.C(=O)([O-])[O-].[Cs+].[Cs+].O1CCOCC1. The catalyst is O. The product is [F:21][C:18]1[CH:19]=[CH:20][C:15]([C:13]2[O:14][C:10]3[CH:9]=[CH:8][C:7]([C:32]4[CH:33]=[C:34]([CH:38]=[CH:39][C:40]=4[O:41][CH3:42])[C:35]([OH:37])=[O:36])=[CH:26][C:11]=3[C:12]=2[C:22](=[O:25])[NH:23][CH3:24])=[CH:16][CH:17]=1. The yield is 1.00.